Predict the reactants needed to synthesize the given product. From a dataset of Full USPTO retrosynthesis dataset with 1.9M reactions from patents (1976-2016). (1) Given the product [C:8]([NH:2][CH2:3][CH2:4][CH2:5][CH2:6][Br:7])([O:10][C:11]([CH3:14])([CH3:13])[CH3:12])=[O:9], predict the reactants needed to synthesize it. The reactants are: Br.[NH2:2][CH2:3][CH2:4][CH2:5][CH2:6][Br:7].[C:8](O[C:8]([O:10][C:11]([CH3:14])([CH3:13])[CH3:12])=[O:9])([O:10][C:11]([CH3:14])([CH3:13])[CH3:12])=[O:9].C(N(CC)CC)C. (2) Given the product [Cl:1][C:2]1[C:3]([O:29][C:20]2[C:19]([F:18])=[CH:28][C:23]3[B:24]([OH:27])[O:25][CH2:26][C:22]=3[CH:21]=2)=[N:4][C:5]([O:10][CH2:11][CH2:12][CH2:13][C:14](=[O:16])[CH3:15])=[C:6]([CH:9]=1)[C:7]#[N:8], predict the reactants needed to synthesize it. The reactants are: [Cl:1][C:2]1[C:3](Cl)=[N:4][C:5]([O:10][CH2:11][CH2:12][CH2:13][C:14](=[O:16])[CH3:15])=[C:6]([CH:9]=1)[C:7]#[N:8].[F:18][C:19]1[C:20]([OH:29])=[CH:21][C:22]2[CH2:26][O:25][B:24]([OH:27])[C:23]=2[CH:28]=1. (3) Given the product [C:20]([O:24][C:25]([N:27]1[CH2:32][CH2:31][CH:30]([N:33]([CH:34]2[CH2:35][CH2:36]2)[C:17]([C:14]2[O:13][C:12]([C:4]3[CH:5]=[CH:6][C:7]([S:8]([CH3:11])(=[O:9])=[O:10])=[C:2]([F:1])[CH:3]=3)=[N:16][CH:15]=2)=[O:19])[CH2:29][CH2:28]1)=[O:26])([CH3:23])([CH3:21])[CH3:22], predict the reactants needed to synthesize it. The reactants are: [F:1][C:2]1[CH:3]=[C:4]([C:12]2[O:13][C:14]([C:17]([OH:19])=O)=[CH:15][N:16]=2)[CH:5]=[CH:6][C:7]=1[S:8]([CH3:11])(=[O:10])=[O:9].[C:20]([O:24][C:25]([N:27]1[CH2:32][CH2:31][CH:30]([NH:33][CH:34]2[CH2:36][CH2:35]2)[CH2:29][CH2:28]1)=[O:26])([CH3:23])([CH3:22])[CH3:21]. (4) The reactants are: [C:1]1([C:7]2[CH:12]=[CH:11][C:10]([OH:13])=[CH:9][CH:8]=2)[CH:6]=[CH:5][CH:4]=[CH:3][CH:2]=1.C(=O)([O-])[O-].[K+].[K+].[I-].[K+].[CH2:22]([O:24][C:25](=[O:33])[CH2:26][CH2:27][CH2:28][CH2:29][CH2:30][CH2:31]Br)[CH3:23]. Given the product [CH2:22]([O:24][C:25](=[O:33])[CH2:26][CH2:27][CH2:28][CH2:29][CH2:30][CH2:31][O:13][C:10]1[CH:9]=[CH:8][C:7]([C:1]2[CH:2]=[CH:3][CH:4]=[CH:5][CH:6]=2)=[CH:12][CH:11]=1)[CH3:23], predict the reactants needed to synthesize it.